From a dataset of Full USPTO retrosynthesis dataset with 1.9M reactions from patents (1976-2016). Predict the reactants needed to synthesize the given product. (1) Given the product [NH3:6].[C:42]([OH:41])(=[O:44])[CH2:43][CH2:25][C:26]([OH:27])=[O:47].[F:1][C:2]1[C:30]([F:31])=[CH:29][C:5]2[N:6]=[C:7]([N:19]3[CH2:24][CH2:23][N:22]([CH3:32])[C@@H:21]([CH2:25][CH2:26][O:27][CH3:28])[CH2:20]3)[C:8]3[CH:14]=[C:13]([C:15]([F:17])([F:18])[F:16])[CH:12]=[CH:11][C:9]=3[NH:10][C:4]=2[CH:3]=1, predict the reactants needed to synthesize it. The reactants are: [F:1][C:2]1[C:30]([F:31])=[CH:29][C:5]2[N:6]=[C:7]([N:19]3[CH2:24][CH2:23][NH:22][C@@H:21]([CH2:25][CH2:26][O:27][CH3:28])[CH2:20]3)[C:8]3[CH:14]=[C:13]([C:15]([F:18])([F:17])[F:16])[CH:12]=[CH:11][C:9]=3[NH:10][C:4]=2[CH:3]=1.[C:32](O[BH-]([O:41][C:42](=[O:44])[CH3:43])[O:41][C:42](=[O:44])[CH3:43])(=O)[CH3:32].[Na+].C=[O:47]. (2) The reactants are: [Cl:1][C:2]1[N:7]=[CH:6][C:5]([CH2:8][N:9]2[C:13]([CH3:14])=[CH:12][C:11](/[C:15](/[F:30])=[CH:16]/[C:17]3[CH:22]=[CH:21][C:20]([S:23][C:24]([CH3:29])([CH3:28])[C:25]([OH:27])=O)=[CH:19][CH:18]=3)=[N:10]2)=[CH:4][CH:3]=1.[NH:31]1[CH2:35][CH2:34][CH2:33][CH2:32]1. Given the product [Cl:1][C:2]1[N:7]=[CH:6][C:5]([CH2:8][N:9]2[C:13]([CH3:14])=[CH:12][C:11](/[C:15](/[F:30])=[CH:16]/[C:17]3[CH:18]=[CH:19][C:20]([S:23][C:24]([CH3:28])([CH3:29])[C:25]([N:31]4[CH2:35][CH2:34][CH2:33][CH2:32]4)=[O:27])=[CH:21][CH:22]=3)=[N:10]2)=[CH:4][CH:3]=1, predict the reactants needed to synthesize it. (3) Given the product [C@H:1]([O:5][C:6]1[CH:15]=[C:14]2[C:9]([CH2:10][C:11](=[O:38])[N:12]([C:23]3[CH:28]=[CH:27][C:26]([N:29]([CH3:37])[CH2:30][CH:31]4[CH2:36][CH2:35][CH2:34][N:33]([CH3:41])[CH2:32]4)=[CH:25][CH:24]=3)[CH:13]2[C:16]2[CH:17]=[CH:18][C:19]([Cl:22])=[CH:20][CH:21]=2)=[CH:8][C:7]=1[O:39][CH3:40])([CH2:3][CH3:4])[CH3:2], predict the reactants needed to synthesize it. The reactants are: [C@H:1]([O:5][C:6]1[CH:15]=[C:14]2[C:9]([CH2:10][C:11](=[O:38])[N:12]([C:23]3[CH:28]=[CH:27][C:26]([N:29]([CH3:37])[CH2:30][CH:31]4[CH2:36][CH2:35][CH2:34][NH:33][CH2:32]4)=[CH:25][CH:24]=3)[CH:13]2[C:16]2[CH:21]=[CH:20][C:19]([Cl:22])=[CH:18][CH:17]=2)=[CH:8][C:7]=1[O:39][CH3:40])([CH2:3][CH3:4])[CH3:2].[CH3:41]C(O)=O.C=O.[BH-](OC(C)=O)(OC(C)=O)OC(C)=O.[Na+]. (4) Given the product [NH:15]1[CH:16]=[C:12]([CH2:11][CH2:10][NH:9][CH2:8][C:6]2[CH:5]=[C:4]([N:17]3[CH2:22][CH2:21][O:20][CH2:19][CH2:18]3)[N:3]=[C:2]([C:27]3[CH:28]=[CH:29][CH:30]=[C:31]4[C:26]=3[CH:25]=[CH:24][NH:23]4)[N:7]=2)[N:13]=[CH:14]1, predict the reactants needed to synthesize it. The reactants are: Cl[C:2]1[N:7]=[C:6]([CH2:8][NH:9][CH2:10][CH2:11][C:12]2[N:13]=[CH:14][NH:15][CH:16]=2)[CH:5]=[C:4]([N:17]2[CH2:22][CH2:21][O:20][CH2:19][CH2:18]2)[N:3]=1.[NH:23]1[C:31]2[CH:30]=[CH:29][CH:28]=[C:27](B(O)O)[C:26]=2[CH:25]=[CH:24]1. (5) Given the product [S:14]1[CH:15]=[CH:16][CH:17]=[C:13]1[C:11](=[N:28][NH:27][C:21]1[CH:26]=[CH:25][CH:24]=[CH:23][CH:22]=1)[CH:8]=[N:28][NH:27][C:21]1[CH:26]=[CH:25][CH:24]=[CH:23][CH:22]=1, predict the reactants needed to synthesize it. The reactants are: ClC1C2O[CH:8]([C:11]([C:13]3[S:14][CH:15]=[CH:16][CH:17]=3)=O)OC=2C(Cl)=C(Cl)C=1Cl.[C:21]1([NH:27][NH2:28])[CH:26]=[CH:25][CH:24]=[CH:23][CH:22]=1. (6) Given the product [CH3:14][O:15][C:16](=[O:31])[C:17]1[CH:22]=[CH:21][C:20]([NH:23][C:24](=[O:30])[CH:25]([NH:29][CH:7]2[CH2:6][CH2:5][C:4]3[C:9](=[C:10]([F:12])[CH:11]=[C:2]([F:1])[CH:3]=3)[CH2:8]2)[CH2:26][CH2:27][CH3:28])=[N:19][CH:18]=1, predict the reactants needed to synthesize it. The reactants are: [F:1][C:2]1[CH:3]=[C:4]2[C:9](=[C:10]([F:12])[CH:11]=1)[CH2:8][C:7](=O)[CH2:6][CH2:5]2.[CH3:14][O:15][C:16](=[O:31])[C:17]1[CH:22]=[CH:21][C:20]([NH:23][C:24](=[O:30])[CH:25]([NH2:29])[CH2:26][CH2:27][CH3:28])=[N:19][CH:18]=1.C(O)(=O)C.S([O-])([O-])(=O)=O.[Na+].[Na+].C(O[BH-](OC(=O)C)OC(=O)C)(=O)C.[Na+].C([BH3-])#N.[Na+]. (7) Given the product [N:30]1([C:2]2[N:7]=[CH:6][C:5]([C:8]3([NH:11][C:12]([C:14]4[C:15]5[CH:22]=[N:21][N:20]([C:23]6[CH:28]=[CH:27][C:26]([F:29])=[CH:25][CH:24]=6)[C:16]=5[CH:17]=[N:18][CH:19]=4)=[O:13])[CH2:10][CH2:9]3)=[CH:4][CH:3]=2)[CH2:35][CH2:34][O:33][CH2:32][CH2:31]1, predict the reactants needed to synthesize it. The reactants are: Br[C:2]1[N:7]=[CH:6][C:5]([C:8]2([NH:11][C:12]([C:14]3[C:15]4[CH:22]=[N:21][N:20]([C:23]5[CH:28]=[CH:27][C:26]([F:29])=[CH:25][CH:24]=5)[C:16]=4[CH:17]=[N:18][CH:19]=3)=[O:13])[CH2:10][CH2:9]2)=[CH:4][CH:3]=1.[NH:30]1[CH2:35][CH2:34][O:33][CH2:32][CH2:31]1. (8) The reactants are: [CH:1]1([C@H:7]([NH:12][C:13]([C:15]2[O:16][C:17]([C:20]3[CH:25]=[CH:24][C:23]([OH:26])=[CH:22][N:21]=3)=[CH:18][CH:19]=2)=[O:14])[C:8](=[O:11])[NH:9][CH3:10])[CH2:6][CH2:5][CH2:4][CH2:3][CH2:2]1.[N:27]1[CH:32]=[CH:31][CH:30]=[CH:29][C:28]=1CO.[CH:35]1C=CC(P(C2C=CC=CC=2)C2C=CC=CC=2)=CC=1.CC(OC(/N=N/C(OC(C)C)=O)=O)C. Given the product [CH:1]1([C@H:7]([NH:12][C:13]([C:15]2[O:16][C:17]([C:20]3[CH:25]=[CH:24][C:23]([O:26][CH2:35][C:31]4[CH:32]=[N:27][CH:28]=[CH:29][CH:30]=4)=[CH:22][N:21]=3)=[CH:18][CH:19]=2)=[O:14])[C:8](=[O:11])[NH:9][CH3:10])[CH2:6][CH2:5][CH2:4][CH2:3][CH2:2]1, predict the reactants needed to synthesize it.